This data is from Reaction yield outcomes from USPTO patents with 853,638 reactions. The task is: Predict the reaction yield, written as a fraction of the theoretical maximum amount of product (1.0 means a 100% yield; for example, 0.34 means a 34% yield). (1) The reactants are [C:1]([C:3]1[C:4]([CH:19]([C:21]2[CH:30]=[CH:29][C:28]3[C:23](=[CH:24][CH:25]=[CH:26][CH:27]=3)[CH:22]=2)[CH3:20])=[C:5]([C:14]([O:16]CC)=[O:15])[S:6][C:7]=1[N:8]1[CH2:13][CH2:12][O:11][CH2:10][CH2:9]1)#[N:2].[OH-].[Na+].Cl. The catalyst is O1CCCC1.CO.O. The product is [C:1]([C:3]1[C:4]([CH:19]([C:21]2[CH:30]=[CH:29][C:28]3[C:23](=[CH:24][CH:25]=[CH:26][CH:27]=3)[CH:22]=2)[CH3:20])=[C:5]([C:14]([OH:16])=[O:15])[S:6][C:7]=1[N:8]1[CH2:13][CH2:12][O:11][CH2:10][CH2:9]1)#[N:2]. The yield is 0.975. (2) The reactants are C(Cl)(=O)C(Cl)=O.[Br:7][C:8]1[CH:16]=[CH:15][C:11]([C:12](O)=[O:13])=[CH:10][C:9]=1[F:17].[CH3:18][N:19](C=O)[CH3:20]. The catalyst is C(Cl)Cl. The product is [Br:7][C:8]1[CH:16]=[CH:15][C:11]([C:12]([N:19]([CH3:20])[CH3:18])=[O:13])=[CH:10][C:9]=1[F:17]. The yield is 0.560. (3) The reactants are [NH3:1].[CH:2]12[CH2:11][CH:6]3[CH2:7][CH:8]([CH2:10][CH:4]([CH2:5]3)[CH:3]1[NH:12][C:13]([C:15]1[N:20]=[C:19]([N:21]3[CH2:26][CH2:25][N:24]([CH2:27][CH2:28][C:29](OC)=[O:30])[CH2:23][CH2:22]3)[CH:18]=[CH:17][CH:16]=1)=[O:14])[CH2:9]2. The catalyst is CO. The product is [CH:2]12[CH2:11][CH:6]3[CH2:7][CH:8]([CH2:10][CH:4]([CH2:5]3)[CH:3]1[NH:12][C:13](=[O:14])[C:15]1[CH:16]=[CH:17][CH:18]=[C:19]([N:21]3[CH2:26][CH2:25][N:24]([CH2:27][CH2:28][C:29]([NH2:1])=[O:30])[CH2:23][CH2:22]3)[N:20]=1)[CH2:9]2. The yield is 0.600. (4) The reactants are [F:1][C:2]([F:16])([F:15])[CH:3]([NH2:14])[CH2:4][C:5]1[C:13]2[C:8](=[CH:9][CH:10]=[CH:11][CH:12]=2)[NH:7][CH:6]=1.[Cl:17][C:18]1[CH:23]=[C:22]([C:24]([F:27])([F:26])[F:25])[CH:21]=[C:20]([Cl:28])[C:19]=1[S:29](Cl)(=[O:31])=[O:30]. The catalyst is N1C=CC=CC=1.Cl. The product is [Cl:17][C:18]1[CH:23]=[C:22]([C:24]([F:25])([F:26])[F:27])[CH:21]=[C:20]([Cl:28])[C:19]=1[S:29]([NH:14][CH:3]([CH2:4][C:5]1[C:13]2[C:8](=[CH:9][CH:10]=[CH:11][CH:12]=2)[NH:7][CH:6]=1)[C:2]([F:1])([F:15])[F:16])(=[O:31])=[O:30]. The yield is 0.180. (5) The reactants are [Br:1][CH2:2][CH2:3][OH:4].[O:5]1[CH:10]=[CH:9][CH2:8][CH2:7][CH2:6]1. The catalyst is C(Cl)Cl.CC1C=CC(S([O-])(=O)=O)=CC=1.C1C=C[NH+]=CC=1. The product is [Br:1][CH2:2][CH2:3][O:4][CH:6]1[CH2:7][CH2:8][CH2:9][CH2:10][O:5]1. The yield is 0.720. (6) The reactants are [CH3:1][C:2]1([CH3:15])[CH2:11][CH2:10][C:9]2[C:4](=[CH:5][CH:6]=[C:7]([C:12](=[O:14])[CH3:13])[CH:8]=2)[O:3]1.[Br:16]Br. The catalyst is CO. The product is [Br:16][CH2:13][C:12]([C:7]1[CH:8]=[C:9]2[C:4](=[CH:5][CH:6]=1)[O:3][C:2]([CH3:15])([CH3:1])[CH2:11][CH2:10]2)=[O:14]. The yield is 0.432. (7) The reactants are CN(C)C=O.[CH3:6][C:7]1[CH:15]=[C:14]2[C:10]([CH2:11][C:12](=[N:17][OH:18])[C:13]2=[O:16])=[CH:9][CH:8]=1.N1C=CN=C1.[Si:24](Cl)([C:27]([CH3:30])([CH3:29])[CH3:28])([CH3:26])[CH3:25]. The catalyst is O. The product is [Si:24]([O:18][N:17]=[C:12]1[CH2:11][C:10]2[C:14](=[CH:15][C:7]([CH3:6])=[CH:8][CH:9]=2)[C:13]1=[O:16])([C:27]([CH3:30])([CH3:29])[CH3:28])([CH3:26])[CH3:25]. The yield is 0.830.